This data is from Catalyst prediction with 721,799 reactions and 888 catalyst types from USPTO. The task is: Predict which catalyst facilitates the given reaction. (1) Reactant: [Si:1]([O:8][CH2:9][CH2:10][C@H:11]1[C:16]2[CH:17]=[CH:18][C:19]([NH:21][S:22]([CH2:25][CH2:26][CH2:27]Cl)(=[O:24])=[O:23])=[CH:20][C:15]=2[CH2:14][CH2:13][O:12]1)([C:4]([CH3:7])([CH3:6])[CH3:5])([CH3:3])[CH3:2].[H-].[Na+]. Product: [Si:1]([O:8][CH2:9][CH2:10][C@H:11]1[C:16]2[CH:17]=[CH:18][C:19]([N:21]3[CH2:27][CH2:26][CH2:25][S:22]3(=[O:24])=[O:23])=[CH:20][C:15]=2[CH2:14][CH2:13][O:12]1)([C:4]([CH3:7])([CH3:6])[CH3:5])([CH3:3])[CH3:2]. The catalyst class is: 3. (2) Reactant: [OH-:1].[K+].[NH2:3][OH:4].Cl.FC1C=CC([C:13]2[CH:18]=[CH:17][N:16]=[C:15]([N:19]([CH2:26][C:27]3[CH:36]=[CH:35][C:30]([C:31](OC)=O)=[CH:29][CH:28]=3)[C:20]3[S:24]N=[C:22]([CH3:25])[N:21]=3)[CH:14]=2)=CC=1. Product: [NH2:3][OH:1].[S:24]1[C:18]2[CH:13]=[CH:14][CH:15]=[CH:25][C:22]=2[N:21]=[C:20]1[N:19]([CH2:26][C:27]1[CH:28]=[CH:29][C:30]([C:31]([NH:3][OH:4])=[O:1])=[CH:35][CH:36]=1)[C:15]1[CH:14]=[CH:13][CH:18]=[CH:17][N:16]=1. The catalyst class is: 5. (3) Reactant: Br[C:2]1[C:11]2[C:6](=[CH:7][CH:8]=[CH:9][CH:10]=2)[N:5]=[C:4]([NH:12][CH2:13][CH2:14][C:15]([O:17][CH3:18])=[O:16])[CH:3]=1.[B:19]1([B:19]2[O:23][C:22]([CH3:25])([CH3:24])[C:21]([CH3:27])([CH3:26])[O:20]2)[O:23][C:22]([CH3:25])([CH3:24])[C:21]([CH3:27])([CH3:26])[O:20]1.C([O-])(=O)C.[K+]. Product: [CH3:26][C:21]1([CH3:27])[C:22]([CH3:25])([CH3:24])[O:23][B:19]([C:2]2[C:11]3[C:6](=[CH:7][CH:8]=[CH:9][CH:10]=3)[N:5]=[C:4]([NH:12][CH2:13][CH2:14][C:15]([O:17][CH3:18])=[O:16])[CH:3]=2)[O:20]1. The catalyst class is: 140. (4) Reactant: [CH3:1][C:2]1[O:3][C:4]2[CH:10]=[CH:9][C:8]([CH2:11][N:12]3C(=O)C4C(=CC=CC=4)C3=O)=[CH:7][C:5]=2[N:6]=1.O.NN. Product: [CH3:1][C:2]1[O:3][C:4]2[CH:10]=[CH:9][C:8]([CH2:11][NH2:12])=[CH:7][C:5]=2[N:6]=1. The catalyst class is: 14.